Dataset: Full USPTO retrosynthesis dataset with 1.9M reactions from patents (1976-2016). Task: Predict the reactants needed to synthesize the given product. (1) Given the product [F:1][C:2]1[CH:7]=[C:6]([F:8])[CH:5]=[CH:4][C:3]=1[CH2:9][CH2:10][C:11]1[CH:16]=[CH:15][C:14]([S:17]([C:20]2[CH:25]=[CH:24][CH:23]=[CH:22][CH:21]=2)(=[O:19])=[O:18])=[CH:13][N:12]=1, predict the reactants needed to synthesize it. The reactants are: [F:1][C:2]1[CH:7]=[C:6]([F:8])[CH:5]=[CH:4][C:3]=1/[CH:9]=[CH:10]/[C:11]1[CH:16]=[CH:15][C:14]([S:17]([C:20]2[CH:25]=[CH:24][CH:23]=[CH:22][CH:21]=2)(=[O:19])=[O:18])=[CH:13][N:12]=1.C(OCC)(=O)C.[H][H]. (2) Given the product [NH2:1][C@H:2]1[CH2:7][CH2:6][CH2:5][CH2:4][C@H:3]1[NH:8][C:9]1[N:10]=[C:11]([NH:17][C:18]2[CH:19]=[CH:20][C:21]([C:24](=[O:28])[NH2:25])=[CH:22][CH:23]=2)[C:12]([C:15]([NH2:16])=[O:26])=[N:13][CH:14]=1, predict the reactants needed to synthesize it. The reactants are: [NH2:1][C@H:2]1[CH2:7][CH2:6][CH2:5][CH2:4][C@H:3]1[NH:8][C:9]1[N:10]=[C:11]([NH:17][C:18]2[CH:23]=[CH:22][C:21]([C:24]#[N:25])=[CH:20][CH:19]=2)[C:12]([C:15]#[N:16])=[N:13][CH:14]=1.[OH-:26].[Na+].[OH:28]O.CC(O)=O. (3) Given the product [OH:26][C:24]1[CH:25]=[C:16]([C:3]2[S:4][C:5]([C:7]([N:9]3[CH2:14][CH2:13][N:12]([CH3:15])[CH2:11][CH2:10]3)=[O:8])=[CH:6][C:2]=2[CH3:1])[CH:17]=[C:18]2[C:23]=1[N:22]=[CH:21][NH:20][C:19]2=[O:43], predict the reactants needed to synthesize it. The reactants are: [CH3:1][C:2]1[CH:6]=[C:5]([C:7]([N:9]2[CH2:14][CH2:13][N:12]([CH3:15])[CH2:11][CH2:10]2)=[O:8])[S:4][C:3]=1[C:16]1[CH:17]=[C:18]2[C:23](=[C:24]([O:26]COCC[Si](C)(C)C)[CH:25]=1)[N:22]=[CH:21][N:20](COCC[Si](C)(C)C)[C:19]2=[O:43].O.C(=O)([O-])O.[Na+]. (4) Given the product [ClH:40].[F:31][C:26]1[CH:27]=[CH:28][CH:29]=[CH:30][C:25]=1[CH2:24][N:17]1[C:18]2[C:23](=[CH:22][CH:21]=[CH:20][CH:19]=2)[C:15]([C:12]2[N:11]=[C:10]([NH:32][C:33]3[CH:38]=[CH:37][N:36]=[CH:35][CH:34]=3)[C:9]([O:8][CH2:7][C@H:5]([OH:6])[CH2:4][OH:3])=[CH:14][N:13]=2)=[N:16]1, predict the reactants needed to synthesize it. The reactants are: CC1(C)[O:6][C@@H:5]([CH2:7][O:8][C:9]2[C:10]([NH:32][C:33]3[CH:38]=[CH:37][N:36]=[CH:35][CH:34]=3)=[N:11][C:12]([C:15]3[C:23]4[C:18](=[CH:19][CH:20]=[CH:21][CH:22]=4)[N:17]([CH2:24][C:25]4[CH:30]=[CH:29][CH:28]=[CH:27][C:26]=4[F:31])[N:16]=3)=[N:13][CH:14]=2)[CH2:4][O:3]1.[ClH:40]. (5) Given the product [C:9]([C:4]1[CH:3]=[C:2]([CH3:1])[CH:8]=[CH:7][C:5]=1[NH2:6])#[CH:10], predict the reactants needed to synthesize it. The reactants are: [CH3:1][C:2]1[CH:8]=[CH:7][C:5]([NH2:6])=[C:4]([C:9]#[C:10][Si](C)(C)C)[CH:3]=1.CO.CCOCC.C([O-])([O-])=O.[K+].[K+]. (6) The reactants are: [CH3:1][C:2]1[C:10]2[C:5](=[CH:6][CH:7]=[C:8]([C:11]3[N:12]=[N:13][CH:14]=[C:15]([N:17]4[CH2:22][CH2:21][NH:20][C@@H:19]([CH2:23][C:24]5[CH:29]=[CH:28][CH:27]=[CH:26][CH:25]=5)[CH2:18]4)[N:16]=3)[CH:9]=2)[NH:4][N:3]=1.C=O.[C:32]([BH3-])#N. Given the product [CH2:23]([C@@H:19]1[N:20]([CH3:32])[CH2:21][CH2:22][N:17]([C:15]2[N:16]=[C:11]([C:8]3[CH:9]=[C:10]4[C:5](=[CH:6][CH:7]=3)[NH:4][N:3]=[C:2]4[CH3:1])[N:12]=[N:13][CH:14]=2)[CH2:18]1)[C:24]1[CH:29]=[CH:28][CH:27]=[CH:26][CH:25]=1, predict the reactants needed to synthesize it. (7) Given the product [F:24][C:21]([F:22])([F:23])[C:17]1[CH:16]=[C:15]([NH:14][C:9]2[C:8]3[C:13](=[C:4]([NH2:1])[CH:5]=[CH:6][CH:7]=3)[N:12]=[CH:11][N:10]=2)[CH:20]=[CH:19][CH:18]=1, predict the reactants needed to synthesize it. The reactants are: [N+:1]([C:4]1[CH:5]=[CH:6][CH:7]=[C:8]2[C:13]=1[N:12]=[CH:11][N:10]=[C:9]2[NH:14][C:15]1[CH:20]=[CH:19][CH:18]=[C:17]([C:21]([F:24])([F:23])[F:22])[CH:16]=1)([O-])=O.[NH4+].[Cl-].